From a dataset of Catalyst prediction with 721,799 reactions and 888 catalyst types from USPTO. Predict which catalyst facilitates the given reaction. (1) Reactant: [C:1]([C:5]1[CH:6]=[C:7]([CH:10]=[C:11]([C:14]([CH3:17])([CH3:16])[CH3:15])[C:12]=1[OH:13])[CH:8]=O)([CH3:4])([CH3:3])[CH3:2].[C:18]([NH2:26])([CH2:21][C:22]([CH3:25])([CH3:24])[CH3:23])([CH3:20])[CH3:19]. Product: [C:1]([C:5]1[CH:6]=[C:7]([CH:8]=[N:26][C:18]([CH3:20])([CH2:21][C:22]([CH3:25])([CH3:24])[CH3:23])[CH3:19])[CH:10]=[C:11]([C:14]([CH3:17])([CH3:16])[CH3:15])[C:12]=1[OH:13])([CH3:4])([CH3:3])[CH3:2]. The catalyst class is: 11. (2) Product: [Br:1][C:2]1[CH:3]=[C:4]([N:8]2[C:16]3[C:11](=[CH:12][C:13]([CH:17]=[O:18])=[CH:14][CH:15]=3)[C:10]([C:19]([O:21][CH3:22])=[O:20])=[N:9]2)[CH:5]=[CH:6][CH:7]=1. The catalyst class is: 4. Reactant: [Br:1][C:2]1[CH:3]=[C:4]([N:8]2[C:16]3[C:11](=[CH:12][C:13]([CH2:17][OH:18])=[CH:14][CH:15]=3)[C:10]([C:19]([O:21][CH3:22])=[O:20])=[N:9]2)[CH:5]=[CH:6][CH:7]=1. (3) Reactant: [OH:1][C@H:2]1[CH2:6][CH2:5][N:4]([C:7]([O:9][C:10]([CH3:13])([CH3:12])[CH3:11])=[O:8])[CH2:3]1.CCN(CC)CC.[CH3:21][S:22](Cl)(=[O:24])=[O:23]. Product: [CH3:21][S:22]([O:1][C@H:2]1[CH2:6][CH2:5][N:4]([C:7]([O:9][C:10]([CH3:13])([CH3:12])[CH3:11])=[O:8])[CH2:3]1)(=[O:24])=[O:23]. The catalyst class is: 2. (4) Reactant: CS(O[C@@H:6]1[CH2:10][CH2:9][N:8]([C:11](OC(C)(C)C)=O)[CH2:7]1)(=O)=O.[NH:18]1[CH2:22]C[CH2:20][CH2:19]1. Product: [N:8]1([C@H:11]2[CH2:20][CH2:19][NH:18][CH2:22]2)[CH2:7][CH2:6][CH2:10][CH2:9]1. The catalyst class is: 3. (5) Reactant: [CH:1]([N:4](C(C)C)CC)(C)C.[Cl:10][C:11]1[N:20]=[C:19](Cl)[C:18]2[CH2:17][CH2:16][CH2:15][CH2:14][C:13]=2[N:12]=1.[NH:22]1[CH2:26][CH2:25][C@H:24]([C:27]([OH:29])=O)[CH2:23]1.Cl.CN.Cl.CN(C)CCCN=C=NCC.O.ON1C2C=CC=CC=2N=N1. Product: [Cl:10][C:11]1[N:20]=[C:19]([N:22]2[CH2:26][CH2:25][C@H:24]([C:27]([NH:4][CH3:1])=[O:29])[CH2:23]2)[C:18]2[CH2:17][CH2:16][CH2:15][CH2:14][C:13]=2[N:12]=1. The catalyst class is: 526. (6) Reactant: C(=O)([O-])[O-].[Na+].[Na+].[Cl:7][C:8]1[CH:9]=[C:10](B(O)O)[CH:11]=[CH:12][C:13]=1[O:14][CH:15]([CH3:17])[CH3:16].Br[C:22]1[C:23]([NH2:28])=[N:24][CH:25]=[CH:26][CH:27]=1. Product: [Cl:7][C:8]1[CH:9]=[C:10]([C:22]2[C:23]([NH2:28])=[N:24][CH:25]=[CH:26][CH:27]=2)[CH:11]=[CH:12][C:13]=1[O:14][CH:15]([CH3:17])[CH3:16]. The catalyst class is: 108.